From a dataset of Full USPTO retrosynthesis dataset with 1.9M reactions from patents (1976-2016). Predict the reactants needed to synthesize the given product. (1) Given the product [C:20]([C:17]([CH3:19])([CH3:18])[C:13]1[CH:12]=[C:11]([CH:16]=[CH:15][CH:14]=1)[C:10]([NH:9][C:4]1[CH:5]=[CH:6][C:7]([CH3:8])=[C:2]([NH:1][C:24]2[CH:25]=[C:26]([NH:36][CH:37]3[CH2:39][CH2:38]3)[N:27]=[C:28]([C:30]3[CH:31]=[N:32][CH:33]=[CH:34][CH:35]=3)[N:29]=2)[CH:3]=1)=[O:22])#[N:21], predict the reactants needed to synthesize it. The reactants are: [NH2:1][C:2]1[CH:3]=[C:4]([NH:9][C:10](=[O:22])[C:11]2[CH:16]=[CH:15][CH:14]=[C:13]([C:17]([C:20]#[N:21])([CH3:19])[CH3:18])[CH:12]=2)[CH:5]=[CH:6][C:7]=1[CH3:8].Cl[C:24]1[N:29]=[C:28]([C:30]2[CH:31]=[N:32][CH:33]=[CH:34][CH:35]=2)[N:27]=[C:26]([NH:36][CH:37]2[CH2:39][CH2:38]2)[CH:25]=1. (2) The reactants are: Cl[C:2]1[C:11]2[CH:10]=[CH:9][C:8]3[O:12][C:13]([F:16])([F:15])[O:14][C:7]=3[C:6]=2[N:5]=[C:4]([Cl:17])[N:3]=1.C(N(CC)C(C)C)(C)C.[C:27]([NH:30][NH2:31])(=[O:29])[CH3:28]. Given the product [Cl:17][C:4]1[N:3]=[C:2]([NH:31][NH:30][C:27](=[O:29])[CH3:28])[C:11]2[CH:10]=[CH:9][C:8]3[O:12][C:13]([F:16])([F:15])[O:14][C:7]=3[C:6]=2[N:5]=1, predict the reactants needed to synthesize it. (3) Given the product [Cl:34][C:35]1[CH:36]=[C:37]([CH:54]=[CH:55][CH:56]=1)[CH2:38][NH:39][C:40]1[N:53]=[C:43]2[C:44]([O:51][CH3:52])=[CH:45][C:46]([C:48]([N:66]3[CH2:65][CH:64]4[N:61]([CH2:62][CH2:63]4)[C:60](=[O:67])[CH:59]3[CH2:57][CH3:58])=[O:50])=[CH:47][N:42]2[N:41]=1, predict the reactants needed to synthesize it. The reactants are: C(N(CC)C(C)C)(C)C.CN(C(ON1N=NC2C=CC=NC1=2)=[N+](C)C)C.F[P-](F)(F)(F)(F)F.[Cl:34][C:35]1[CH:36]=[C:37]([CH:54]=[CH:55][CH:56]=1)[CH2:38][NH:39][C:40]1[N:53]=[C:43]2[C:44]([O:51][CH3:52])=[CH:45][C:46]([C:48]([OH:50])=O)=[CH:47][N:42]2[N:41]=1.[CH2:57]([CH:59]1[NH:66][CH2:65][CH:64]2[N:61]([CH2:62][CH2:63]2)[C:60]1=[O:67])[CH3:58]. (4) Given the product [O:9]=[C:6]1[CH2:5][CH2:4][C:3]([CH2:2][O:1][S:23]([C:22]([F:35])([F:34])[F:21])(=[O:25])=[O:24])([C:10]([O:12][CH2:13][CH3:14])=[O:11])[CH2:8][CH2:7]1, predict the reactants needed to synthesize it. The reactants are: [OH:1][CH2:2][C:3]1([C:10]([O:12][CH2:13][CH3:14])=[O:11])[CH2:8][CH2:7][C:6](=[O:9])[CH2:5][CH2:4]1.N1C=CC=CC=1.[F:21][C:22]([F:35])([F:34])[S:23](O[S:23]([C:22]([F:35])([F:34])[F:21])(=[O:25])=[O:24])(=[O:25])=[O:24]. (5) Given the product [CH3:20][C@:17]12[C@@:16]3([CH3:21])[C@@H:7]([C@:8]4([CH3:34])[C@@H:13]([CH2:14][CH2:15]3)[C:12]([CH3:22])([CH3:23])[C:11]([C:24]3[CH2:29][CH2:28][C:27]([C:30]([O:32][CH3:33])=[O:31])=[CH:26][CH:25]=3)=[CH:10][CH2:9]4)[CH2:6][CH2:5][C@@H:4]1[C@H:3]1[C@H:35]([C:38]([CH3:40])=[CH2:39])[CH2:36][CH2:37][C@:2]1([NH:1][CH2:42][CH2:41][S:43]([C:46]1[CH:51]=[CH:50][CH:49]=[CH:48][CH:47]=1)(=[O:44])=[O:45])[CH2:19][CH2:18]2, predict the reactants needed to synthesize it. The reactants are: [NH2:1][C@:2]12[CH2:37][CH2:36][C@@H:35]([C:38]([CH3:40])=[CH2:39])[C@@H:3]1[C@@H:4]1[C@@:17]([CH3:20])([CH2:18][CH2:19]2)[C@@:16]2([CH3:21])[C@@H:7]([C@:8]3([CH3:34])[C@@H:13]([CH2:14][CH2:15]2)[C:12]([CH3:23])([CH3:22])[C:11]([C:24]2[CH2:29][CH2:28][C:27]([C:30]([O:32][CH3:33])=[O:31])=[CH:26][CH:25]=2)=[CH:10][CH2:9]3)[CH2:6][CH2:5]1.[CH:41]([S:43]([C:46]1[CH:51]=[CH:50][CH:49]=[CH:48][CH:47]=1)(=[O:45])=[O:44])=[CH2:42].